The task is: Predict the reaction yield, written as a fraction of the theoretical maximum amount of product (1.0 means a 100% yield; for example, 0.34 means a 34% yield).. This data is from Reaction yield outcomes from USPTO patents with 853,638 reactions. The reactants are [Br:1][C:2]1[C:3]([C:9]([O:11]C)=[O:10])=[N:4][C:5]([CH3:8])=[CH:6][CH:7]=1.C([Sn](CCCC)(CCCC)C1OC=CN=1)CCC.N#N. The catalyst is C1(C)C=CC=CC=1.C1C=CC([P]([Pd]([P](C2C=CC=CC=2)(C2C=CC=CC=2)C2C=CC=CC=2)([P](C2C=CC=CC=2)(C2C=CC=CC=2)C2C=CC=CC=2)[P](C2C=CC=CC=2)(C2C=CC=CC=2)C2C=CC=CC=2)(C2C=CC=CC=2)C2C=CC=CC=2)=CC=1. The product is [Br:1][C:2]1[C:3]([C:9]([OH:11])=[O:10])=[N:4][C:5]([CH3:8])=[CH:6][CH:7]=1. The yield is 0.670.